This data is from Tox21: 12 toxicity assays (nuclear receptors and stress response pathways). The task is: Binary classification across 12 toxicity assays. (1) The molecule is CCCCOC(=O)c1ccc(O)cc1. It tested positive (active) for: NR-ER (Estrogen Receptor agonist activity), NR-ER-LBD (Estrogen Receptor Ligand Binding Domain agonist), SR-ARE (Antioxidant Response Element (oxidative stress)), SR-ATAD5 (ATAD5 genotoxicity (DNA damage)), and SR-MMP (Mitochondrial Membrane Potential disruption). (2) It tested positive (active) for: NR-AR (Androgen Receptor agonist activity). The molecule is NC(=O)NC1NC(=O)NC1=O.